Predict the reactants needed to synthesize the given product. From a dataset of Full USPTO retrosynthesis dataset with 1.9M reactions from patents (1976-2016). (1) Given the product [NH2:14][C:15]1[CH:20]=[CH:19][C:18]([CH2:21][C:22]2[N:23]=[CH:24][N:25]=[C:26]([NH2:28])[CH:27]=2)=[CH:17][CH:16]=1, predict the reactants needed to synthesize it. The reactants are: Cl.O1CCOCC1.C(OC(=O)[NH:14][C:15]1[CH:20]=[CH:19][C:18]([CH2:21][C:22]2[CH:27]=[C:26]([NH2:28])[N:25]=[CH:24][N:23]=2)=[CH:17][CH:16]=1)(C)(C)C.N. (2) Given the product [NH2:32][C:2]1[N:7]=[CH:6][C:5]([O:8][C:9]2[CH:14]=[CH:13][N:12]=[C:11]3[CH:15]=[C:16]([C:18]4[CH:27]=[CH:26][C:21]([C:22]([NH:24][CH3:25])=[O:23])=[CH:20][CH:19]=4)[S:17][C:10]=23)=[CH:4][CH:3]=1, predict the reactants needed to synthesize it. The reactants are: Cl[C:2]1[N:7]=[CH:6][C:5]([O:8][C:9]2[CH:14]=[CH:13][N:12]=[C:11]3[CH:15]=[C:16]([C:18]4[CH:27]=[CH:26][C:21]([C:22]([NH:24][CH3:25])=[O:23])=[CH:20][CH:19]=4)[S:17][C:10]=23)=[CH:4][CH:3]=1.C[Si]([N-:32][Si](C)(C)C)(C)C.[Li+]. (3) The reactants are: [CH3:1][NH:2][C:3]([C:5]1[CH:10]=[C:9]([O:11][C:12]2[CH:17]=[CH:16][C:15]([NH2:18])=[CH:14][CH:13]=2)[CH:8]=[CH:7][N:6]=1)=[O:4].N[C:20]1C=CC(O)=CC=1. Given the product [CH3:1][NH:2][C:3]([C:5]1[CH:10]=[C:9]([O:11][C:12]2[CH:17]=[CH:16][C:15]([NH2:18])=[CH:14][C:13]=2[CH3:20])[CH:8]=[CH:7][N:6]=1)=[O:4], predict the reactants needed to synthesize it. (4) Given the product [NH2:1][C:2]1[CH:3]=[CH:4][C:5]([CH2:8][CH2:9][C:10]([O:12][CH2:13][CH3:14])=[O:11])=[CH:6][CH:7]=1, predict the reactants needed to synthesize it. The reactants are: [NH2:1][C:2]1[CH:7]=[CH:6][C:5]([CH:8]=[CH:9][C:10]([O:12][CH2:13][CH3:14])=[O:11])=[CH:4][CH:3]=1. (5) Given the product [C:55]1([C@H:54]([NH:61][C:43]([C:42]2[CH:47]=[CH:48][CH:49]=[C:40]([C:9]3[C:10]4[C:15](=[CH:14][CH:13]=[C:12]([C:16]5[N:20]=[CH:19][N:18]([C:21]([C:22]6[CH:23]=[CH:24][CH:25]=[CH:26][CH:27]=6)([C:28]6[CH:33]=[CH:32][CH:31]=[CH:30][CH:29]=6)[C:34]6[CH:39]=[CH:38][CH:37]=[CH:36][CH:35]=6)[N:17]=5)[CH:11]=4)[N:7]([CH:2]4[CH2:3][CH2:4][CH2:5][CH2:6][O:1]4)[N:8]=3)[CH:41]=2)=[O:45])[CH3:53])[CH:60]=[CH:59][CH:58]=[CH:57][CH:56]=1, predict the reactants needed to synthesize it. The reactants are: [O:1]1[CH2:6][CH2:5][CH2:4][CH2:3][CH:2]1[N:7]1[C:15]2[C:10](=[CH:11][C:12]([C:16]3[N:20]=[CH:19][N:18]([C:21]([C:34]4[CH:39]=[CH:38][CH:37]=[CH:36][CH:35]=4)([C:28]4[CH:33]=[CH:32][CH:31]=[CH:30][CH:29]=4)[C:22]4[CH:27]=[CH:26][CH:25]=[CH:24][CH:23]=4)[N:17]=3)=[CH:13][CH:14]=2)[C:9]([C:40]2[CH:41]=[C:42]([CH:47]=[CH:48][CH:49]=2)[C:43]([O:45]C)=O)=[N:8]1.O.[OH-].[Li+].[CH3:53][C@@H:54]([NH2:61])[C:55]1[CH:60]=[CH:59][CH:58]=[CH:57][CH:56]=1.O.ON1C2C=CC=CC=2N=N1.